Dataset: Reaction yield outcomes from USPTO patents with 853,638 reactions. Task: Predict the reaction yield, written as a fraction of the theoretical maximum amount of product (1.0 means a 100% yield; for example, 0.34 means a 34% yield). (1) The reactants are [C:1]([N:8]1[CH2:13][CH2:12][CH:11]([OH:14])[CH2:10][CH2:9]1)([O:3][C:4]([CH3:7])([CH3:6])[CH3:5])=[O:2].OC1CCNCC1.C([O-])(C)(C)C.[K+].F[C:29]1[CH:34]=[CH:33][C:32]([N+:35]([O-:37])=[O:36])=[CH:31][CH:30]=1. The catalyst is C1COCC1. The product is [N+:35]([C:32]1[CH:33]=[CH:34][C:29]([O:14][CH:11]2[CH2:12][CH2:13][N:8]([C:1]([O:3][C:4]([CH3:7])([CH3:6])[CH3:5])=[O:2])[CH2:9][CH2:10]2)=[CH:30][CH:31]=1)([O-:37])=[O:36]. The yield is 0.470. (2) The catalyst is CN(C1C=CN=CC=1)C.C(Cl)Cl. The yield is 0.240. The product is [Cl:1][C:2]1[CH:3]=[N+:4]([O-:39])[CH:5]=[C:6]([Cl:38])[C:7]=1[CH2:8][C@@H:9]([C:23]1[CH:28]=[CH:27][C:26]([O:29][CH:30]([F:31])[F:32])=[C:25]([O:33][CH2:34][CH:35]2[CH2:36][CH2:37]2)[CH:24]=1)[O:10][C:11](=[O:12])[N:49]([CH2:48][C:45]1[CH:46]=[CH:47][C:42]([O:41][CH3:40])=[C:43]([NH:51][S:52]([CH3:55])(=[O:54])=[O:53])[CH:44]=1)[CH3:50]. The reactants are [Cl:1][C:2]1[CH:3]=[N+:4]([O-:39])[CH:5]=[C:6]([Cl:38])[C:7]=1[CH2:8][C@@H:9]([C:23]1[CH:28]=[CH:27][C:26]([O:29][CH:30]([F:32])[F:31])=[C:25]([O:33][CH2:34][CH:35]2[CH2:37][CH2:36]2)[CH:24]=1)[O:10][C:11](OC1C=CC([N+]([O-])=O)=CC=1)=[O:12].[CH3:40][O:41][C:42]1[CH:47]=[CH:46][C:45]([CH2:48][NH:49][CH3:50])=[CH:44][C:43]=1[NH:51][S:52]([CH3:55])(=[O:54])=[O:53].CCOCC.CCCCCC. (3) The reactants are [Cl-].[Cl-].[Cl-].[Al+3].[Cl:5][C:6]1[CH:15]=[N:14][C:13]2[C:8](=[CH:9][CH:10]=[C:11]([O:16]C)[CH:12]=2)[N:7]=1.C1(C)C=CC=CC=1.CCCCCC.C(OCC)(=O)C. The catalyst is O. The product is [Cl:5][C:6]1[CH:15]=[N:14][C:13]2[C:8](=[CH:9][CH:10]=[C:11]([OH:16])[CH:12]=2)[N:7]=1. The yield is 0.790. (4) The reactants are Br.[N:2]1[CH:7]=[CH:6][CH:5]=[C:4]([O:8][C:9]2[CH:14]=[CH:13][C:12]([C:15]3[O:19][C:18]([NH2:20])=[N:17][N:16]=3)=[CH:11][CH:10]=2)[CH:3]=1.[F:21][C:22]([F:33])([F:32])[C:23]1[CH:24]=[C:25]([CH:29]=[CH:30][CH:31]=1)[C:26](Cl)=[O:27]. The catalyst is N1C=CC=CC=1.CO. The product is [N:2]1[CH:7]=[CH:6][CH:5]=[C:4]([O:8][C:9]2[CH:10]=[CH:11][C:12]([C:15]3[O:19][C:18]([NH:20][C:26](=[O:27])[C:25]4[CH:29]=[CH:30][CH:31]=[C:23]([C:22]([F:21])([F:32])[F:33])[CH:24]=4)=[N:17][N:16]=3)=[CH:13][CH:14]=2)[CH:3]=1. The yield is 0.234. (5) The reactants are O[CH2:2][C:3]1[CH:8]=[CH:7][C:6]([S:9][CH:10]2[CH2:13][N:12]([C:14]([C:16]3[O:17][C:18]([C:21]4[CH:26]=[CH:25][CH:24]=[CH:23][CH:22]=4)=[N:19][N:20]=3)=[O:15])[CH2:11]2)=[CH:5][CH:4]=1.S(Cl)([Cl:29])=O. The catalyst is ClCCl. The product is [Cl:29][CH2:2][C:3]1[CH:8]=[CH:7][C:6]([S:9][CH:10]2[CH2:13][N:12]([C:14]([C:16]3[O:17][C:18]([C:21]4[CH:26]=[CH:25][CH:24]=[CH:23][CH:22]=4)=[N:19][N:20]=3)=[O:15])[CH2:11]2)=[CH:5][CH:4]=1. The yield is 0.800.